From a dataset of Full USPTO retrosynthesis dataset with 1.9M reactions from patents (1976-2016). Predict the reactants needed to synthesize the given product. (1) Given the product [CH2:25]([C:27]1[C:28]([O:14][CH2:13][CH2:12][CH2:11][C:10]2[C:6]([CH:3]([CH2:4][CH3:5])[CH2:1][CH3:2])=[N:7][N:8]([C:15]3[CH:20]=[CH:19][C:18]([C:21]([F:23])([F:24])[F:22])=[CH:17][N:16]=3)[CH:9]=2)=[C:29]([CH2:33][C:34]([O:36][CH3:37])=[O:35])[CH:30]=[CH:31][CH:32]=1)[CH3:26], predict the reactants needed to synthesize it. The reactants are: [CH2:1]([CH:3]([C:6]1[C:10]([CH2:11][CH2:12][CH2:13][OH:14])=[CH:9][N:8]([C:15]2[CH:20]=[CH:19][C:18]([C:21]([F:24])([F:23])[F:22])=[CH:17][N:16]=2)[N:7]=1)[CH2:4][CH3:5])[CH3:2].[CH2:25]([C:27]1[C:28](O)=[C:29]([CH2:33][C:34]([O:36][CH3:37])=[O:35])[CH:30]=[CH:31][CH:32]=1)[CH3:26].C(P(CCCC)CCCC)CCC.N(C(N1CCCCC1)=O)=NC(N1CCCCC1)=O. (2) Given the product [Br:15][C:7]1[N:6]=[C:5]([C:10]([O:12][CH2:13][CH3:14])=[O:11])[C:4]([NH:3][CH2:1][CH3:2])=[CH:9][CH:8]=1, predict the reactants needed to synthesize it. The reactants are: [CH2:1]([NH:3][C:4]1[C:5]([C:10]([O:12][CH2:13][CH3:14])=[O:11])=[N:6][CH:7]=[CH:8][CH:9]=1)[CH3:2].[Br:15]N1C(=O)CCC1=O. (3) Given the product [NH2:1][C:2]1[C:3]([C:10]([O:12][CH3:13])=[O:11])=[N:4][C:5]([C:20]2[C:19]([F:30])=[CH:18][C:17]([C:31]([OH:34])([CH3:33])[CH3:32])=[CH:16][C:15]=2[F:14])=[C:6]([F:8])[CH:7]=1, predict the reactants needed to synthesize it. The reactants are: [NH2:1][C:2]1[C:3]([C:10]([O:12][CH3:13])=[O:11])=[N:4][C:5](Br)=[C:6]([F:8])[CH:7]=1.[F:14][C:15]1[CH:16]=[C:17]([C:31]([OH:34])([CH3:33])[CH3:32])[CH:18]=[C:19]([F:30])[C:20]=1B1OC(C)(C)C(C)(C)O1. (4) Given the product [CH3:26][C:38]1[CH:37]=[N:36][C:35]2[NH:40][C:41]3[C:33]([C:34]=2[CH:39]=1)=[CH:6][CH:1]=[CH:2][C:42]=3[CH2:32][OH:43], predict the reactants needed to synthesize it. The reactants are: [CH:1]1(P(C2CCCCC2)C2C=CC=CC=2C2C=CC=CC=2)[CH2:6]CCC[CH2:2]1.[CH3:26]N(C)C(=O)C.[CH2:32]1[CH2:42][CH2:41][N:40]2[C:35](=[N:36][CH2:37][CH2:38][CH2:39]2)[CH2:34][CH2:33]1.[OH2:43]. (5) Given the product [N:29]1[C:30]2[C:25](=[CH:24][C:23]([CH:21]([N:18]3[CH2:17][CH2:16][CH:15]([NH2:14])[CH2:20][CH2:19]3)[CH3:22])=[CH:32][CH:31]=2)[CH:26]=[CH:27][CH:28]=1, predict the reactants needed to synthesize it. The reactants are: FC(F)(F)C(O)=O.C(OC(=O)[NH:14][CH:15]1[CH2:20][CH2:19][N:18]([CH:21]([C:23]2[CH:24]=[C:25]3[C:30](=[CH:31][CH:32]=2)[N:29]=[CH:28][CH:27]=[CH:26]3)[CH3:22])[CH2:17][CH2:16]1)(C)(C)C.